Dataset: Reaction yield outcomes from USPTO patents with 853,638 reactions. Task: Predict the reaction yield, written as a fraction of the theoretical maximum amount of product (1.0 means a 100% yield; for example, 0.34 means a 34% yield). (1) The reactants are [F:1][C:2]([F:36])([F:35])[C:3]1[CH:34]=[CH:33][C:6]([CH2:7][N:8]2[C:31](=[O:32])[N:11]3[NH:12][CH:13]([CH3:30])[C:14]([C:23]4[CH:28]=[CH:27][C:26]([Cl:29])=[CH:25][CH:24]=4)=[C:15]([C:16]4[CH:21]=[CH:20][C:19]([Cl:22])=[CH:18][CH:17]=4)[C:10]3=[N:9]2)=[CH:5][CH:4]=1.C(C1C(=O)C(Cl)=C(Cl)C(=O)C=1C#N)#N. The catalyst is C(Cl)Cl. The product is [F:35][C:2]([F:1])([F:36])[C:3]1[CH:34]=[CH:33][C:6]([CH2:7][N:8]2[C:31](=[O:32])[N:11]3[N:12]=[C:13]([CH3:30])[C:14]([C:23]4[CH:28]=[CH:27][C:26]([Cl:29])=[CH:25][CH:24]=4)=[C:15]([C:16]4[CH:17]=[CH:18][C:19]([Cl:22])=[CH:20][CH:21]=4)[C:10]3=[N:9]2)=[CH:5][CH:4]=1. The yield is 0.840. (2) The reactants are [CH3:1][O:2][CH2:3][C:4]1[CH:5]=[C:6]([CH:8]=[CH:9][CH:10]=1)[NH2:7].[F:11][C:12]([F:25])([O:16][C:17]1[CH:18]=[C:19]([CH:22]=[CH:23][CH:24]=1)[CH:20]=O)[CH:13]([F:15])[F:14].C(O)(=O)C.[BH-](OC(C)=O)(OC(C)=O)OC(C)=O.[Na+].[F:44][C:45]([F:50])([F:49])[CH:46]1[O:48][CH2:47]1. The catalyst is ClC(Cl)C.C(#N)C.FC(F)(F)S([O-])(=O)=O.[Yb+3].FC(F)(F)S([O-])(=O)=O.FC(F)(F)S([O-])(=O)=O. The product is [CH3:1][O:2][CH2:3][C:4]1[CH:5]=[C:6]([N:7]([CH2:20][C:19]2[CH:22]=[CH:23][CH:24]=[C:17]([O:16][C:12]([F:25])([F:11])[CH:13]([F:15])[F:14])[CH:18]=2)[CH2:47][CH:46]([OH:48])[C:45]([F:50])([F:49])[F:44])[CH:8]=[CH:9][CH:10]=1. The yield is 0.970. (3) The reactants are Br[C:2]1[CH:7]=[CH:6][C:5]([Br:8])=[CH:4][N:3]=1.[CH3:9][N:10]1[CH2:15][CH2:14][NH:13][CH2:12][CH2:11]1. No catalyst specified. The product is [Br:8][C:5]1[CH:6]=[CH:7][C:2]([N:13]2[CH2:14][CH2:15][N:10]([CH3:9])[CH2:11][CH2:12]2)=[N:3][CH:4]=1. The yield is 0.671. (4) The reactants are [C:1](=[O:8])([O:5][CH2:6][CH3:7])OCC.[H-].[Na+].[C:11]1(=[O:17])[CH2:16][CH2:15][CH2:14][CH2:13][CH2:12]1.Cl. The catalyst is C1COCC1.[Cl-].[Na+].O. The product is [O:17]=[C:11]1[CH2:16][CH2:15][CH2:14][CH2:13][CH:12]1[C:1]([O:5][CH2:6][CH3:7])=[O:8]. The yield is 0.800. (5) The reactants are [C:1]([O:5]C)(=[O:4])[C:2]#[CH:3].[OH-].[Na+].[C:9]1([SH:15])[CH:14]=[CH:13][CH:12]=[CH:11][CH:10]=1.Cl. The catalyst is O. The product is [C:9]1([S:15]/[CH:3]=[CH:2]\[C:1]([OH:5])=[O:4])[CH:14]=[CH:13][CH:12]=[CH:11][CH:10]=1. The yield is 0.370. (6) The reactants are [C:1]([C:5]1[O:9][N:8]=[C:7]([NH:10][C:11]([NH:13][C:14]2[CH:19]=[CH:18][CH:17]=[C:16]([SH:20])[CH:15]=2)=[O:12])[CH:6]=1)([CH3:4])([CH3:3])[CH3:2].Cl[C:22]1[C:31]2[C:26](=[CH:27][C:28]([O:39][CH3:40])=[CH:29][C:30]=2[O:32][CH:33]2[CH2:38][CH2:37][O:36][CH2:35][CH2:34]2)[N:25]=[CH:24][N:23]=1.C([O-])([O-])=O.[Cs+].[Cs+]. The catalyst is C(O)(C)C. The product is [C:1]([C:5]1[O:9][N:8]=[C:7]([NH:10][C:11]([NH:13][C:14]2[CH:19]=[CH:18][CH:17]=[C:16]([S:20][C:22]3[C:31]4[C:26](=[CH:27][C:28]([O:39][CH3:40])=[CH:29][C:30]=4[O:32][CH:33]4[CH2:34][CH2:35][O:36][CH2:37][CH2:38]4)[N:25]=[CH:24][N:23]=3)[CH:15]=2)=[O:12])[CH:6]=1)([CH3:4])([CH3:2])[CH3:3]. The yield is 0.220. (7) The reactants are [C:1]([NH:9][CH2:10][CH2:11][N:12]1[C:20]2[CH:19]=[CH:18][CH:17]=[CH:16][C:15]=2[C:14]2[CH2:21][CH2:22][N:23](C(OC(C)(C)C)=O)[CH2:24][CH2:25][C:13]1=2)(=[O:8])[C:2]1[CH:7]=[CH:6][CH:5]=[CH:4][CH:3]=1.C(C(O)=O)(F)(F)F.C(Cl)[Cl:41]. No catalyst specified. The product is [ClH:41].[CH2:21]1[C:14]2[C:15]3[CH:16]=[CH:17][CH:18]=[CH:19][C:20]=3[N:12]([CH2:11][CH2:10][NH:9][C:1](=[O:8])[C:2]3[CH:3]=[CH:4][CH:5]=[CH:6][CH:7]=3)[C:13]=2[CH2:25][CH2:24][NH:23][CH2:22]1. The yield is 0.790. (8) The reactants are [CH:1]1([N:4]2[CH2:9][CH2:8][N:7]3[N:10]=[C:11]([N+:13]([O-])=O)[CH:12]=[C:6]3[CH2:5]2)[CH2:3][CH2:2]1.[NH4+].[Cl-]. The catalyst is C(O)C.O.[Fe]. The product is [CH:1]1([N:4]2[CH2:9][CH2:8][N:7]3[N:10]=[C:11]([NH2:13])[CH:12]=[C:6]3[CH2:5]2)[CH2:3][CH2:2]1. The yield is 0.750.